Predict the reaction yield, written as a fraction of the theoretical maximum amount of product (1.0 means a 100% yield; for example, 0.34 means a 34% yield). From a dataset of Reaction yield outcomes from USPTO patents with 853,638 reactions. (1) The reactants are C(OC(=O)[NH:7][CH2:8][CH2:9][NH:10][C:11]1[N:20]=[C:19]([N:21]([C:23]2[CH:28]=[CH:27][C:26]([O:29][CH3:30])=[C:25]([O:31][CH3:32])[CH:24]=2)[CH3:22])[C:18]2[C:13](=[CH:14][CH:15]=[CH:16][CH:17]=2)[N:12]=1)(C)(C)C.ClC1N=C(N(C2C=CC(OC)=C(OC)C=2)C)C2C(=CC=CC=2)N=1.C(N(C(C)C)C(C)C)C.C(OC(=O)NCCN)(C)(C)C. The catalyst is CCCCO. The product is [NH2:7][CH2:8][CH2:9][NH:10][C:11]1[N:20]=[C:19]([N:21]([C:23]2[CH:28]=[CH:27][C:26]([O:29][CH3:30])=[C:25]([O:31][CH3:32])[CH:24]=2)[CH3:22])[C:18]2[C:13](=[CH:14][CH:15]=[CH:16][CH:17]=2)[N:12]=1. The yield is 0.910. (2) The reactants are C(S[S:21][CH2:22][CH2:23][CH2:24][CH:25]([CH2:29][CH2:30][C:31]([OH:33])=[O:32])[C:26](O)=[O:27])(C1C=CC=CC=1)(C1C=CC=CC=1)C1C=CC=CC=1.FC(F)(F)C(O)=O.C([SiH](CC)CC)C. The catalyst is ClCCl. The product is [O:27]=[C:26]1[CH:25]([CH2:29][CH2:30][C:31]([OH:33])=[O:32])[CH2:24][CH2:23][CH2:22][S:21]1. The yield is 0.370. (3) The reactants are [CH3:1][O:2][C:3](=[O:12])[CH2:4][C:5]1[CH:10]=[CH:9][CH:8]=[C:7]([Cl:11])[CH:6]=1.S(=O)(=O)(O)O.[N+:18]([O-:21])([OH:20])=[O:19]. No catalyst specified. The product is [CH3:1][O:2][C:3](=[O:12])[CH2:4][C:5]1[CH:10]=[CH:9][C:8]([N+:18]([O-:20])=[O:19])=[C:7]([Cl:11])[CH:6]=1.[CH3:1][O:2][C:3](=[O:12])[CH2:4][C:5]1[CH:6]=[C:7]([Cl:11])[CH:8]=[CH:9][C:10]=1[N+:18]([O-:21])=[O:19]. The yield is 0.330. (4) The reactants are [N+:1]([CH2:4][CH2:5]OC(=O)C1C=CC=CC=1)([O-:3])=[O:2].[CH2:15]([O:17][C:18]([N:20]1[CH2:25][CH2:24][NH:23][CH2:22][CH2:21]1)=[O:19])[CH3:16]. The catalyst is C(O)C. The product is [CH2:15]([O:17][C:18]([N:20]1[CH2:21][CH2:22][N:23]([CH2:5][CH2:4][N+:1]([O-:3])=[O:2])[CH2:24][CH2:25]1)=[O:19])[CH3:16]. The yield is 0.843. (5) The reactants are [F:1][C:2]([F:31])([F:30])[S:3]([O:6][C:7]1[CH:8]=[CH:9][C:10]2[C:11](=[O:29])[C:12]3[C:17]([O:18][C:19]=2[CH:20]=1)=[CH:16][C:15](OS(C(F)(F)F)(=O)=O)=[CH:14][CH:13]=3)(=[O:5])=[O:4].[NH:32]1[CH2:37][CH2:36][CH2:35][CH2:34][CH2:33]1. The catalyst is CS(C)=O.C(Cl)Cl. The product is [F:31][C:2]([F:1])([F:30])[S:3]([O:6][C:7]1[CH:8]=[CH:9][C:10]2[C:11](=[O:29])[C:12]3[C:17]([O:18][C:19]=2[CH:20]=1)=[CH:16][C:15]([N:32]1[CH2:37][CH2:36][CH2:35][CH2:34][CH2:33]1)=[CH:14][CH:13]=3)(=[O:4])=[O:5]. The yield is 0.870. (6) The reactants are [O:1]=[C:2]1[N:8]2[CH2:9][C@@H:4]([CH2:5][CH2:6][C@H:7]2[C:10]([NH:12][NH:13][C:14]([CH:16]2[CH2:21][CH2:20][N:19](C(OC(C)(C)C)=O)[CH2:18][CH2:17]2)=[O:15])=[O:11])[N:3]1[O:29][S:30]([OH:33])(=[O:32])=[O:31].[NH+]1C=CC=CC=1.FC(F)(F)C(O)=O. No catalyst specified. The product is [O:1]=[C:2]1[N:8]2[CH2:9][C@@H:4]([CH2:5][CH2:6][C@H:7]2[C:10]([NH:12][NH:13][C:14]([CH:16]2[CH2:17][CH2:18][NH:19][CH2:20][CH2:21]2)=[O:15])=[O:11])[N:3]1[O:29][S:30]([OH:33])(=[O:32])=[O:31]. The yield is 0.372. (7) The reactants are [OH:1][C:2]1[C:11]2[C:6](=[CH:7][CH:8]=[CH:9][CH:10]=2)[CH:5]=[CH:4][C:3]=1[CH:12]=O.[C:14]12([NH2:24])[CH2:23][CH:18]3[CH2:19][CH:20]([CH2:22][CH:16]([CH2:17]3)[CH2:15]1)[CH2:21]2. No catalyst specified. The product is [C:14]12([NH:24][CH2:12][C:3]3[CH:4]=[CH:5][C:6]4[C:11](=[CH:10][CH:9]=[CH:8][CH:7]=4)[C:2]=3[OH:1])[CH2:21][CH:20]3[CH2:19][CH:18]([CH2:17][CH:16]([CH2:22]3)[CH2:15]1)[CH2:23]2. The yield is 0.690. (8) The reactants are [CH2:1]([NH:8][S:9]([C:12]1[CH:17]=[CH:16][C:15]([O:18][CH3:19])=[CH:14][CH:13]=1)(=[O:11])=[O:10])[C:2]1[CH:7]=[CH:6][CH:5]=[CH:4][CH:3]=1.[H-].[Na+].Br[CH2:23][C:24]([O:26][CH2:27][CH3:28])=[O:25].O. The catalyst is O1CCCC1. The product is [CH2:1]([N:8]([S:9]([C:12]1[CH:13]=[CH:14][C:15]([O:18][CH3:19])=[CH:16][CH:17]=1)(=[O:11])=[O:10])[CH2:23][C:24]([O:26][CH2:27][CH3:28])=[O:25])[C:2]1[CH:7]=[CH:6][CH:5]=[CH:4][CH:3]=1. The yield is 0.960.